Dataset: Catalyst prediction with 721,799 reactions and 888 catalyst types from USPTO. Task: Predict which catalyst facilitates the given reaction. Reactant: [F:1][C:2]1[CH:9]=[CH:8][C:5]([CH:6]=O)=[CH:4][CH:3]=1.C(Cl)Cl.[NH2:13][CH2:14][C:15]1[CH:29]=[CH:28][C:18]([CH2:19][NH:20][C:21](=[O:27])[O:22][C:23]([CH3:26])([CH3:25])[CH3:24])=[CH:17][CH:16]=1.[BH4-].[Na+]. Product: [F:1][C:2]1[CH:9]=[CH:8][C:5]([CH2:6][NH:13][CH2:14][C:15]2[CH:29]=[CH:28][C:18]([CH2:19][NH:20][C:21](=[O:27])[O:22][C:23]([CH3:24])([CH3:25])[CH3:26])=[CH:17][CH:16]=2)=[CH:4][CH:3]=1. The catalyst class is: 41.